From a dataset of Forward reaction prediction with 1.9M reactions from USPTO patents (1976-2016). Predict the product of the given reaction. (1) Given the reactants Cl[C:2]([O:4][CH:5]([CH3:7])[CH3:6])=[O:3].[CH3:8][O:9][C:10]([C:12]1[C:17]([NH2:18])=[CH:16][CH:15]=[C:14]([Cl:19])[N:13]=1)=[O:11].N1C=CC=CC=1, predict the reaction product. The product is: [CH3:8][O:9][C:10]([C:12]1[C:17]([NH:18][C:2]([O:4][CH:5]([CH3:7])[CH3:6])=[O:3])=[CH:16][CH:15]=[C:14]([Cl:19])[N:13]=1)=[O:11]. (2) The product is: [Cl:1][C:2]1[CH:3]=[CH:4][C:5]([C:6]([NH:8][C:9]2[CH:18]=[C:17]3[C:12]([CH:13]=[CH:14][CH:15]=[C:16]3[N:19]3[CH2:24][CH2:23][N:22]([CH2:27][CH3:28])[CH2:21][CH2:20]3)=[CH:11][CH:10]=2)=[O:7])=[CH:25][CH:26]=1. Given the reactants [Cl:1][C:2]1[CH:26]=[CH:25][C:5]([C:6]([NH:8][C:9]2[CH:18]=[C:17]3[C:12]([CH:13]=[CH:14][CH:15]=[C:16]3[N:19]3[CH2:24][CH2:23][NH:22][CH2:21][CH2:20]3)=[CH:11][CH:10]=2)=[O:7])=[CH:4][CH:3]=1.[CH2:27]([Li])[CH2:28]CC.C(I)C.[Cl-].[NH4+], predict the reaction product. (3) Given the reactants [H-].[H-].[H-].[H-].[Li+].[Al+3].[CH3:7][C:8]1([C:14](O)=[O:15])[CH2:13][CH2:12][CH2:11][CH2:10][CH2:9]1.[OH-].[Na+].O, predict the reaction product. The product is: [CH3:7][C:8]1([CH2:14][OH:15])[CH2:13][CH2:12][CH2:11][CH2:10][CH2:9]1. (4) Given the reactants [H-].[Na+].[NH:3]1[CH:7]=[CH:6][N:5]=[C:4]1[CH2:8][NH:9][C:10](=[O:12])[CH3:11].[CH3:13][Si:14]([CH3:21])([CH3:20])[CH2:15][CH2:16][O:17][CH2:18]Cl.O, predict the reaction product. The product is: [CH3:13][Si:14]([CH3:21])([CH3:20])[CH2:15][CH2:16][O:17][CH2:18][N:3]1[CH:7]=[CH:6][N:5]=[C:4]1[CH2:8][NH:9][C:10](=[O:12])[CH3:11]. (5) Given the reactants [CH3:1][C:2]1[CH:9]=[CH:8][CH:7]=[CH:6][C:3]=1[CH:4]=O.[CH3:10][NH2:11].[BH4-].[Na+], predict the reaction product. The product is: [CH3:10][NH:11][CH2:4][C:3]1[CH:6]=[CH:7][CH:8]=[CH:9][C:2]=1[CH3:1]. (6) Given the reactants [CH:1]1([C:4]2[NH:8][N:7]=[C:6]([NH:9][C:10]3[C:17]([F:18])=[CH:16][C:13]([C:14]#[N:15])=[C:12]([NH:19][C@H:20]([C:22]4[CH:27]=[CH:26][C:25]([F:28])=[CH:24][CH:23]=4)[CH3:21])[N:11]=3)[CH:5]=2)[CH2:3][CH2:2]1.Cl, predict the reaction product. The product is: [NH2:15][CH2:14][C:13]1[C:12]([NH:19][C@H:20]([C:22]2[CH:23]=[CH:24][C:25]([F:28])=[CH:26][CH:27]=2)[CH3:21])=[N:11][C:10]([NH:9][C:6]2[CH:5]=[C:4]([CH:1]3[CH2:3][CH2:2]3)[NH:8][N:7]=2)=[C:17]([F:18])[CH:16]=1.